From a dataset of Forward reaction prediction with 1.9M reactions from USPTO patents (1976-2016). Predict the product of the given reaction. (1) The product is: [CH3:36][S:37]([OH:40])(=[O:39])=[O:38].[CH3:1][C:2]1[CH:3]=[CH:4][C:5]([C:8]2[C:9]([C:15]([NH:17][C:18]3[CH:19]=[C:20]4[C:24](=[CH:25][CH:26]=3)[N:23]([C:27](=[O:35])[CH2:28][C:29]3[CH:34]=[CH:33][CH:32]=[CH:31][N:30]=3)[CH2:22][CH2:21]4)=[O:16])=[CH:10][CH:11]=[C:12]([CH3:14])[CH:13]=2)=[CH:6][CH:7]=1. Given the reactants [CH3:1][C:2]1[CH:7]=[CH:6][C:5]([C:8]2[C:9]([C:15]([NH:17][C:18]3[CH:19]=[C:20]4[C:24](=[CH:25][CH:26]=3)[N:23]([C:27](=[O:35])[CH2:28][C:29]3[CH:34]=[CH:33][CH:32]=[CH:31][N:30]=3)[CH2:22][CH2:21]4)=[O:16])=[CH:10][CH:11]=[C:12]([CH3:14])[CH:13]=2)=[CH:4][CH:3]=1.[CH3:36][S:37]([OH:40])(=[O:39])=[O:38].C(OC(C)C)(C)C, predict the reaction product. (2) Given the reactants CCN(C(C)C)C(C)C.[CH2:10]([N:14]1[CH:19]=[CH:18][C:17]([NH:20][C:21](=[O:29])[CH2:22][C:23]2[CH:28]=[CH:27][CH:26]=[CH:25][CH:24]=2)=[CH:16][C:15]1=[O:30])[CH2:11][C:12]#[CH:13].Cl[C:32]1[N:37]=[N:36][C:35]([NH:38][C:39](=[O:52])[CH2:40][C:41]2[CH:46]=[CH:45][CH:44]=[C:43]([O:47][C:48]([F:51])([F:50])[F:49])[CH:42]=2)=[CH:34][CH:33]=1, predict the reaction product. The product is: [O:30]=[C:15]1[CH:16]=[C:17]([NH:20][C:21](=[O:29])[CH2:22][C:23]2[CH:24]=[CH:25][CH:26]=[CH:27][CH:28]=2)[CH:18]=[CH:19][N:14]1[CH2:10][CH2:11][C:12]#[C:13][C:32]1[N:37]=[N:36][C:35]([NH:38][C:39](=[O:52])[CH2:40][C:41]2[CH:46]=[CH:45][CH:44]=[C:43]([O:47][C:48]([F:51])([F:49])[F:50])[CH:42]=2)=[CH:34][CH:33]=1. (3) Given the reactants [Cl:1][C:2]1[CH:9]=[CH:8][C:5]([CH2:6][NH2:7])=[CH:4][C:3]=1[C:10]([F:13])([F:12])[F:11].[N:14]([C:17]1[CH:25]=[CH:24][CH:23]=[C:22]2[C:18]=1[CH:19]=[CH:20][NH:21]2)=[C:15]=[O:16], predict the reaction product. The product is: [Cl:1][C:2]1[CH:9]=[CH:8][C:5]([CH2:6][NH:7][C:15]([NH:14][C:17]2[CH:25]=[CH:24][CH:23]=[C:22]3[C:18]=2[CH:19]=[CH:20][NH:21]3)=[O:16])=[CH:4][C:3]=1[C:10]([F:11])([F:12])[F:13]. (4) Given the reactants [CH3:1][O:2][C:3]1[CH:8]=[CH:7][C:6]([N:9]2[CH:13]=[C:12]([CH:14]=O)[CH:11]=[N:10]2)=[CH:5][CH:4]=1.II.[OH-].[NH4+:19], predict the reaction product. The product is: [CH3:1][O:2][C:3]1[CH:8]=[CH:7][C:6]([N:9]2[CH:13]=[C:12]([C:14]#[N:19])[CH:11]=[N:10]2)=[CH:5][CH:4]=1. (5) Given the reactants [CH2:1]([O:3][C:4]([C:6]1([CH2:19][CH:20]=C)[CH2:11][CH2:10][N:9]([C:12]([O:14][C:15]([CH3:18])([CH3:17])[CH3:16])=[O:13])[CH2:8][CH2:7]1)=[O:5])[CH3:2].CC[O:24]C(C)=O, predict the reaction product. The product is: [CH2:1]([O:3][C:4]([C:6]1([CH2:19][CH:20]=[O:24])[CH2:7][CH2:8][N:9]([C:12]([O:14][C:15]([CH3:18])([CH3:16])[CH3:17])=[O:13])[CH2:10][CH2:11]1)=[O:5])[CH3:2]. (6) The product is: [N:1]([C:4]1[CH:5]=[CH:6][C:7]([CH3:30])=[C:8]([C:10]([C:12]2[CH:17]=[CH:16][C:15]([NH:18][C:19]3[CH:24]=[CH:23][C:22]([O:39][CH3:38])=[CH:21][CH:20]=3)=[CH:14][C:13]=2[Cl:29])=[O:11])[CH:9]=1)=[N+:2]=[N-:3]. Given the reactants [N:1]([C:4]1[CH:5]=[CH:6][C:7]([CH3:30])=[C:8]([C:10]([C:12]2[CH:17]=[CH:16][C:15]([NH:18][C:19]3[CH:24]=[CH:23][C:22](C(F)(F)F)=[CH:21][CH:20]=3)=[CH:14][C:13]=2[Cl:29])=[O:11])[CH:9]=1)=[N+:2]=[N-:3].NC1C=CC(C)=C([C:38](C2C=CC(NC3C=CC(OC)=CC=3)=CC=2Cl)=[O:39])C=1, predict the reaction product.